From a dataset of Catalyst prediction with 721,799 reactions and 888 catalyst types from USPTO. Predict which catalyst facilitates the given reaction. (1) Reactant: [CH2:1]([C:3]1[CH:4]=[C:5]([CH:7]=[CH:8][CH:9]=1)[NH2:6])[CH3:2].[CH3:10][C:11](OC(C)=O)=[O:12]. Product: [C:11]([NH:6][C:5]1[CH:4]=[C:3]([CH2:1][CH3:2])[CH:9]=[CH:8][CH:7]=1)(=[O:12])[CH3:10]. The catalyst class is: 828. (2) Reactant: [F:1][C:2]([F:14])([F:13])[C:3]([C:5]1[CH:10]=[CH:9][C:8]([F:11])=[CH:7][C:6]=1F)=[O:4].[Cl:15][C:16]1[CH:17]=[C:18]([CH:23]([NH2:25])[CH3:24])[CH:19]=[C:20]([Cl:22])[CH:21]=1.C(N(CC)C(C)C)(C)C. Product: [Cl:15][C:16]1[CH:17]=[C:18]([CH:23]([NH:25][C:6]2[CH:7]=[C:8]([F:11])[CH:9]=[CH:10][C:5]=2[C:3](=[O:4])[C:2]([F:14])([F:13])[F:1])[CH3:24])[CH:19]=[C:20]([Cl:22])[CH:21]=1. The catalyst class is: 10. (3) Reactant: [Cl:1][C:2]1[N:3]=[C:4]([C:9]([NH:11][C@@H:12]2[CH2:17][CH2:16][N:15]([C:18]3[S:19][C:20]([C:24](O)=O)=[C:21](C)[N:22]=3)[CH2:14][C@@H:13]2[O:27][CH3:28])=[O:10])[NH:5][C:6]=1[CH2:7][CH3:8].Cl.[OH-].[Na+]. Product: [Cl:1][C:2]1[N:3]=[C:4]([C:9]([NH:11][C@@H:12]2[CH2:17][CH2:16][N:15]([C:18]3[S:19][C:20]([CH3:24])=[CH:21][N:22]=3)[CH2:14][C@@H:13]2[O:27][CH3:28])=[O:10])[NH:5][C:6]=1[CH2:7][CH3:8]. The catalyst class is: 1. (4) Reactant: [C:1](Cl)(=[O:6])[C:2]([CH3:5])([CH3:4])[CH3:3].[Br:8][C:9]1[CH:15]=[CH:14][C:12]([NH2:13])=[C:11]([F:16])[CH:10]=1. Product: [Br:8][C:9]1[CH:15]=[CH:14][C:12]([NH:13][C:1](=[O:6])[C:2]([CH3:5])([CH3:4])[CH3:3])=[C:11]([F:16])[CH:10]=1. The catalyst class is: 17. (5) Reactant: [CH3:1][C:2]1([CH3:16])[CH2:8][CH2:7][CH2:6][NH:5][C:4]2[CH:9]=[C:10]([N+:13]([O-])=O)[CH:11]=[CH:12][C:3]1=2. Product: [CH3:1][C:2]1([CH3:16])[CH2:8][CH2:7][CH2:6][NH:5][C:4]2[CH:9]=[C:10]([NH2:13])[CH:11]=[CH:12][C:3]1=2. The catalyst class is: 19. (6) Reactant: [NH:1]1[C:9]2[CH2:8][CH2:7][CH2:6][C:5](=[O:10])[C:4]=2[CH:3]=[CH:2]1.[Br-:11].[Br-].[Br-].C1([N+](C)(C)C)C=CC=CC=1.C1([N+](C)(C)C)C=CC=CC=1.C1([N+](C)(C)C)C=CC=CC=1. Product: [Br:11][C:2]1[NH:1][C:9]2[CH2:8][CH2:7][CH2:6][C:5](=[O:10])[C:4]=2[CH:3]=1. The catalyst class is: 1. (7) Reactant: [OH:1][C@H:2]1[CH2:6][N:5]([C:7](=[O:21])[C@@H:8]([NH:13]C(=O)OC(C)(C)C)[C:9]([CH3:12])([CH3:11])[CH3:10])[C@H:4]([C:22](=[O:37])[NH:23][CH2:24][C:25]2[CH:30]=[CH:29][C:28]([C:31]3[S:35][CH:34]=[N:33][C:32]=3[CH3:36])=[CH:27][CH:26]=2)[CH2:3]1.[ClH:38]. Product: [ClH:38].[NH2:13][C@@H:8]([C:9]([CH3:12])([CH3:11])[CH3:10])[C:7]([N:5]1[CH2:6][C@H:2]([OH:1])[CH2:3][C@H:4]1[C:22]([NH:23][CH2:24][C:25]1[CH:30]=[CH:29][C:28]([C:31]2[S:35][CH:34]=[N:33][C:32]=2[CH3:36])=[CH:27][CH:26]=1)=[O:37])=[O:21]. The catalyst class is: 12. (8) Reactant: C(N(C(C)C)CC)(C)C.CCN=C=NCCCN(C)C.[CH3:21][O:22][C:23](=[O:45])[CH2:24][CH:25]1[C:31]2[CH:32]=[CH:33][CH:34]=[CH:35][C:30]=2[C:29](=[O:36])[N:28]([CH3:37])[C:27]2[CH:38]=[C:39]([C:42](O)=[O:43])[CH:40]=[CH:41][C:26]1=2.[NH2:46][CH2:47][C:48]1[CH:53]=[CH:52][C:51]([NH:54][C:55]2[NH:59][C:58]3[CH:60]=[CH:61][CH:62]=[CH:63][C:57]=3[N:56]=2)=[CH:50][CH:49]=1. Product: [NH:59]1[C:58]2[CH:60]=[CH:61][CH:62]=[CH:63][C:57]=2[N:56]=[C:55]1[NH:54][C:51]1[CH:50]=[CH:49][C:48]([CH2:47][NH:46][C:42]([C:39]2[CH:40]=[CH:41][C:26]3[CH:25]([CH2:24][C:23]([O:22][CH3:21])=[O:45])[C:31]4[CH:32]=[CH:33][CH:34]=[CH:35][C:30]=4[C:29](=[O:36])[N:28]([CH3:37])[C:27]=3[CH:38]=2)=[O:43])=[CH:53][CH:52]=1. The catalyst class is: 59. (9) Reactant: [CH:1]1([O:6][C:7]2[N:15]=[C:14]3[C:10]([N:11]=[CH:12][N:13]3[C@@H:16]3[O:22][C@H:21]([CH3:23])[C@@H:19]([OH:20])[C@H:17]3[OH:18])=[C:9]([NH2:24])[N:8]=2)[CH2:5][CH2:4][CH2:3][CH2:2]1.N1C=CN=C1.[CH:30]([Si:33](Cl)([CH:37]([CH3:39])[CH3:38])[CH:34]([CH3:36])[CH3:35])([CH3:32])[CH3:31]. Product: [CH:1]1([O:6][C:7]2[N:15]=[C:14]3[C:10]([N:11]=[CH:12][N:13]3[C@@H:16]3[O:22][C@H:21]([CH3:23])[C@@H:19]([OH:20])[C@H:17]3[O:18][Si:33]([CH:37]([CH3:39])[CH3:38])([CH:34]([CH3:36])[CH3:35])[CH:30]([CH3:32])[CH3:31])=[C:9]([NH2:24])[N:8]=2)[CH2:2][CH2:3][CH2:4][CH2:5]1.[CH:1]1([O:6][C:7]2[N:15]=[C:14]3[C:10]([N:11]=[CH:12][N:13]3[C@@H:16]3[O:22][C@H:21]([CH3:23])[C@@H:19]([O:20][Si:33]([CH:37]([CH3:39])[CH3:38])([CH:34]([CH3:36])[CH3:35])[CH:30]([CH3:32])[CH3:31])[C@H:17]3[OH:18])=[C:9]([NH2:24])[N:8]=2)[CH2:2][CH2:3][CH2:4][CH2:5]1. The catalyst class is: 3.